From a dataset of Full USPTO retrosynthesis dataset with 1.9M reactions from patents (1976-2016). Predict the reactants needed to synthesize the given product. Given the product [ClH:24].[Br:1][C:2]1[CH:22]=[CH:21][C:5]([O:6][CH2:7][CH:8]2[CH2:9][CH2:10][NH:11][CH2:12][CH2:13]2)=[C:4]([F:23])[CH:3]=1, predict the reactants needed to synthesize it. The reactants are: [Br:1][C:2]1[CH:22]=[CH:21][C:5]([O:6][CH2:7][CH:8]2[CH2:13][CH2:12][N:11](C(OC(C)(C)C)=O)[CH2:10][CH2:9]2)=[C:4]([F:23])[CH:3]=1.[ClH:24].